Dataset: Peptide-MHC class I binding affinity with 185,985 pairs from IEDB/IMGT. Task: Regression. Given a peptide amino acid sequence and an MHC pseudo amino acid sequence, predict their binding affinity value. This is MHC class I binding data. (1) The peptide sequence is FVGLALLTL. The MHC is Patr-B2401 with pseudo-sequence Patr-B2401. The binding affinity (normalized) is 0.106. (2) The peptide sequence is KILAKAIFK. The MHC is HLA-A11:01 with pseudo-sequence HLA-A11:01. The binding affinity (normalized) is 0.596. (3) The peptide sequence is SAPLPIHTAEL. The MHC is Patr-B0101 with pseudo-sequence Patr-B0101. The binding affinity (normalized) is 0.419. (4) The peptide sequence is VYINHPFIY. The MHC is HLA-A01:01 with pseudo-sequence HLA-A01:01. The binding affinity (normalized) is 0.391. (5) The peptide sequence is GVTVIKNNMI. The MHC is HLA-B40:02 with pseudo-sequence HLA-B40:02. The binding affinity (normalized) is 0. (6) The peptide sequence is RPQLWRYRW. The MHC is HLA-B35:01 with pseudo-sequence HLA-B35:01. The binding affinity (normalized) is 0.214. (7) The peptide sequence is SRILFAQEK. The MHC is HLA-A31:01 with pseudo-sequence HLA-A31:01. The binding affinity (normalized) is 0.0235.